This data is from Catalyst prediction with 721,799 reactions and 888 catalyst types from USPTO. The task is: Predict which catalyst facilitates the given reaction. (1) Reactant: [Cl:1][C:2]1[N:7]=[CH:6][C:5]([CH2:8][N:9]2[C:14]([CH3:15])=[CH:13][C:12](=O)[N:11]3[N:17]=[C:18]([S:20][CH3:21])[N:19]=[C:10]23)=[CH:4][CH:3]=1.COC1C=CC(P2(SP(C3C=CC(OC)=CC=3)(=S)S2)=[S:31])=CC=1. Product: [Cl:1][C:2]1[N:7]=[CH:6][C:5]([CH2:8][N:9]2[C:14]([CH3:15])=[CH:13][C:12](=[S:31])[N:11]3[N:17]=[C:18]([S:20][CH3:21])[N:19]=[C:10]23)=[CH:4][CH:3]=1. The catalyst class is: 11. (2) Reactant: [NH:1]1[C:9]2[C:4](=[CH:5][C:6]([O:10][C:11]3[C:12]4[CH2:19][N:18]([C:20]([O:22][C:23]([CH3:26])([CH3:25])[CH3:24])=[O:21])[CH2:17][C:13]=4[N:14]=[CH:15][N:16]=3)=[CH:7][CH:8]=2)[CH:3]=[CH:2]1.[H-].[Na+].C1([O:35][C:36](=O)[NH:37][C:38]2[CH:42]=[C:41]([C:43]3([C:46](C)(C)[O:47][SiH2]C(C)(C)C)[CH2:45][CH2:44]3)[O:40][N:39]=2)C=CC=CC=1.CCCC[N+](CCCC)(CCCC)CCCC.[F-]. Product: [C:23]([O:22][C:20]([N:18]1[CH2:19][C:12]2[C:11]([O:10][C:6]3[CH:5]=[C:4]4[C:9](=[CH:8][CH:7]=3)[N:1]([C:36](=[O:35])[NH:37][C:38]3[CH:42]=[C:41]([C:43]5([CH2:46][OH:47])[CH2:44][CH2:45]5)[O:40][N:39]=3)[CH:2]=[CH:3]4)=[N:16][CH:15]=[N:14][C:13]=2[CH2:17]1)=[O:21])([CH3:26])([CH3:25])[CH3:24]. The catalyst class is: 3.